Dataset: Peptide-MHC class I binding affinity with 185,985 pairs from IEDB/IMGT. Task: Regression. Given a peptide amino acid sequence and an MHC pseudo amino acid sequence, predict their binding affinity value. This is MHC class I binding data. (1) The peptide sequence is LLLAGIPLA. The MHC is HLA-A02:01 with pseudo-sequence HLA-A02:01. The binding affinity (normalized) is 0.740. (2) The peptide sequence is EYADVFHLY. The MHC is HLA-A01:01 with pseudo-sequence HLA-A01:01. The binding affinity (normalized) is 0.0599. (3) The peptide sequence is GYAWIDFDI. The MHC is HLA-A24:03 with pseudo-sequence HLA-A24:03. The binding affinity (normalized) is 0.877. (4) The peptide sequence is VALREICEK. The MHC is Mamu-B03 with pseudo-sequence Mamu-B03. The binding affinity (normalized) is 0. (5) The MHC is HLA-B54:01 with pseudo-sequence HLA-B54:01. The binding affinity (normalized) is 0.0641. The peptide sequence is GPQFPFTGV. (6) The peptide sequence is PDLKTVHNI. The MHC is HLA-B44:02 with pseudo-sequence HLA-B44:02. The binding affinity (normalized) is 0. (7) The MHC is HLA-A30:01 with pseudo-sequence HLA-A30:01. The peptide sequence is RPAPARLPL. The binding affinity (normalized) is 0.0847. (8) The peptide sequence is GSRAYRNAL. The MHC is HLA-A02:06 with pseudo-sequence HLA-A02:06. The binding affinity (normalized) is 0.0847.